Predict the reactants needed to synthesize the given product. From a dataset of Full USPTO retrosynthesis dataset with 1.9M reactions from patents (1976-2016). (1) Given the product [CH2:1]([N:3]1[C:8](=[O:9])[C:7]2[C:10]([CH3:19])=[C:11]([C:13]3[O:18][CH2:17][CH2:16][N:15]=3)[S:12][C:6]=2[NH:5][C:4]1=[O:20])[CH3:2], predict the reactants needed to synthesize it. The reactants are: [CH2:1]([N:3]1[C:8](=[O:9])[C:7]2[C:10]([CH3:19])=[C:11]([C:13]([NH:15][CH2:16][CH2:17][OH:18])=O)[S:12][C:6]=2[NH:5][C:4]1=[O:20])[CH3:2].CC[N+](S(N=C(OC)[O-])(=O)=O)(CC)CC. (2) Given the product [CH3:15][O:14][C:8]1[CH:7]=[C:6]2[C:11](=[CH:10][C:9]=1[O:12][CH3:13])[C:2]([C:24]1[CH:29]=[N:28][C:27]([N:30]3[CH2:31][CH2:32][O:33][CH2:34][CH2:35]3)=[CH:26][CH:25]=1)=[N:3][CH:4]=[CH:5]2, predict the reactants needed to synthesize it. The reactants are: Br[C:2]1[C:11]2[C:6](=[CH:7][C:8]([O:14][CH3:15])=[C:9]([O:12][CH3:13])[CH:10]=2)[CH:5]=[CH:4][N:3]=1.CC1(C)C(C)(C)OB([C:24]2[CH:25]=[CH:26][C:27]([N:30]3[CH2:35][CH2:34][O:33][CH2:32][CH2:31]3)=[N:28][CH:29]=2)O1.C(=O)([O-])[O-].[Na+].[Na+]. (3) Given the product [C:1]1([C:32]2[CH:37]=[CH:36][CH:35]=[CH:34][CH:33]=2)[CH:2]=[CH:3][C:4]([CH2:7][CH2:8][CH:9]([OH:31])[CH:10]([CH2:18][CH2:19][N:20]2[C:25](=[O:26])[C:24]3[CH:27]=[CH:28][CH:29]=[CH:30][C:23]=3[N:22]=[N:21]2)[C:11]([OH:13])=[O:12])=[CH:5][CH:6]=1, predict the reactants needed to synthesize it. The reactants are: [C:1]1([C:32]2[CH:37]=[CH:36][CH:35]=[CH:34][CH:33]=2)[CH:6]=[CH:5][C:4]([CH2:7][CH2:8][CH:9]([OH:31])[CH:10]([CH2:18][CH2:19][N:20]2[C:25](=[O:26])[C:24]3[CH:27]=[CH:28][CH:29]=[CH:30][C:23]=3[N:22]=[N:21]2)[C:11]([O:13]C(C)(C)C)=[O:12])=[CH:3][CH:2]=1.FC(F)(F)C(O)=O.